From a dataset of Reaction yield outcomes from USPTO patents with 853,638 reactions. Predict the reaction yield, written as a fraction of the theoretical maximum amount of product (1.0 means a 100% yield; for example, 0.34 means a 34% yield). (1) The reactants are S(=O)(=O)(O)[OH:2].[Br:6][C:7]1[CH:8]=[C:9]([NH:13][C:14](=[O:18])[CH:15]=NO)[CH:10]=[CH:11][CH:12]=1. No catalyst specified. The product is [Br:6][C:7]1[CH:8]=[C:9]2[C:10]([C:15](=[O:2])[C:14](=[O:18])[NH:13]2)=[CH:11][CH:12]=1. The yield is 0.980. (2) The catalyst is CC(C)=O. The product is [F:1][C:2]1[CH:10]=[CH:9][C:5]([C:6]([NH:13][C:12]([N:37]2[C:38]3[C:33](=[C:32]([O:31][CH2:30][CH2:29][CH2:28][CH2:27][CH2:26][O:25][C:15]4[C:24]5[C:19](=[CH:20][CH:21]=[CH:22][CH:23]=5)[CH:18]=[CH:17][CH:16]=4)[CH:41]=[CH:40][CH:39]=3)[CH2:34][CH2:35][CH2:36]2)=[S:11])=[O:7])=[CH:4][CH:3]=1. The reactants are [F:1][C:2]1[CH:10]=[CH:9][C:5]([C:6](Cl)=[O:7])=[CH:4][CH:3]=1.[S-:11][C:12]#[N:13].[NH4+].[C:15]1([O:25][CH2:26][CH2:27][CH2:28][CH2:29][CH2:30][O:31][C:32]2[CH:41]=[CH:40][CH:39]=[C:38]3[C:33]=2[CH2:34][CH2:35][CH2:36][NH:37]3)[C:24]2[C:19](=[CH:20][CH:21]=[CH:22][CH:23]=2)[CH:18]=[CH:17][CH:16]=1. The yield is 0.700. (3) The reactants are [CH3:1][C:2]1[O:6][N:5]=[C:4]([C:7]2[CH:12]=[CH:11][CH:10]=[CH:9][CH:8]=2)[C:3]=1[CH2:13][O:14][C:15]1[CH:23]=[CH:22][C:18]([C:19]([OH:21])=O)=[CH:17][N:16]=1.Cl.[NH:25]1[CH2:28][CH:27]([OH:29])[CH2:26]1.O.ON1C2C=CC=CC=2N=N1.C(N(C(C)C)C(C)C)C. The catalyst is C1COCC1. The product is [OH:29][CH:27]1[CH2:28][N:25]([C:19]([C:18]2[CH:17]=[N:16][C:15]([O:14][CH2:13][C:3]3[C:4]([C:7]4[CH:8]=[CH:9][CH:10]=[CH:11][CH:12]=4)=[N:5][O:6][C:2]=3[CH3:1])=[CH:23][CH:22]=2)=[O:21])[CH2:26]1. The yield is 0.910. (4) The reactants are Cl.[CH3:2][NH:3][C:4]1[CH:5]=[CH:6][CH:7]=[C:8]2[C:12]=1[NH:11][C:10]([C:13]1[S:14][CH:15]=[CH:16][N:17]=1)=[CH:9]2.[Cl:18][C:19]1[C:24]([S:25](Cl)(=[O:27])=[O:26])=[CH:23][CH:22]=[CH:21][N:20]=1. The catalyst is N1C=CC=CC=1. The product is [Cl:18][C:19]1[C:24]([S:25]([N:3]([CH3:2])[C:4]2[CH:5]=[CH:6][CH:7]=[C:8]3[C:12]=2[NH:11][C:10]([C:13]2[S:14][CH:15]=[CH:16][N:17]=2)=[CH:9]3)(=[O:27])=[O:26])=[CH:23][CH:22]=[CH:21][N:20]=1. The yield is 0.620. (5) The reactants are [C:1]([NH:4][NH:5][C:6]([C@H:8]1[CH2:13][CH2:12][C@H:11]([N:14]2[C:19](=[O:20])[C:18]([CH2:21][C:22]3[CH:27]=[CH:26][C:25](C4C=CC=CC=4C#N)=[CH:24][CH:23]=3)=[C:17]([CH2:36][CH2:37][CH3:38])[N:16]3[N:39]=[CH:40][N:41]=[C:15]23)[CH2:10][CH2:9]1)=[O:7])(=O)[CH3:2].[C:42]1([CH3:52])[CH:47]=[CH:46][C:45](S(Cl)(=O)=O)=[CH:44][CH:43]=1.[N:53]1C=CC=CC=1. The catalyst is C(OCC)(=O)C. The product is [CH3:2][C:1]1[O:7][C:6]([C@H:8]2[CH2:13][CH2:12][C@H:11]([N:14]3[C:19](=[O:20])[C:18]([CH2:21][C:22]4[CH:23]=[CH:24][C:25]([C:43]5[C:42]([C:52]#[N:53])=[CH:47][CH:46]=[CH:45][CH:44]=5)=[CH:26][CH:27]=4)=[C:17]([CH2:36][CH2:37][CH3:38])[N:16]4[N:39]=[CH:40][N:41]=[C:15]34)[CH2:10][CH2:9]2)=[N:5][N:4]=1. The yield is 0.850. (6) No catalyst specified. The yield is 0.540. The reactants are [Cl:1][C:2]1[CH:3]=[N:4][C:5]2[N:6]([N:8]=[C:9]([C:11]([OH:13])=O)[CH:10]=2)[CH:7]=1.[Cl:14][C:15]1[CH:24]=[C:23]2[C:18]([CH2:19][CH2:20][NH:21][CH:22]2[CH3:25])=[CH:17][CH:16]=1. The product is [Cl:14][C:15]1[CH:24]=[C:23]2[C:18]([CH2:19][CH2:20][N:21]([C:11]([C:9]3[CH:10]=[C:5]4[N:4]=[CH:3][C:2]([Cl:1])=[CH:7][N:6]4[N:8]=3)=[O:13])[CH:22]2[CH3:25])=[CH:17][CH:16]=1. (7) The reactants are [Br:1][C:2]1[CH:7]=[CH:6][C:5]([C:8]2[NH:12][C:11]([CH:13]3[C@@H:18]4[CH2:19][C@@H:15]([CH2:16][CH2:17]4)[N:14]3[C:20](OC(C)(C)C)=[O:21])=[N:10][CH:9]=2)=[C:4]([F:27])[CH:3]=1.Cl.[CH3:29][O:30][C@H:31]([CH3:41])[C@H:32]([NH:36][C:37]([O:39][CH3:40])=[O:38])C(O)=O.CN(C(ON1N=NC2C=CC=NC1=2)=[N+](C)C)C.F[P-](F)(F)(F)(F)F.CCN(C(C)C)C(C)C. The catalyst is C(Cl)Cl.CCOC(C)=O.CN(C=O)C. The product is [Br:1][C:2]1[CH:7]=[CH:6][C:5]([C:8]2[NH:12][C:11]([CH:13]3[C@@H:18]4[CH2:19][C@@H:15]([CH2:16][CH2:17]4)[N:14]3[C:20](=[O:21])[C@@H:32]([NH:36][C:37](=[O:38])[O:39][CH3:40])[C@H:31]([O:30][CH3:29])[CH3:41])=[N:10][CH:9]=2)=[C:4]([F:27])[CH:3]=1. The yield is 0.780. (8) The reactants are Cl[C:2]1[CH:7]=[C:6]([CH2:8][C:9]([O:11][CH2:12][CH3:13])=[O:10])[CH:5]=[CH:4][N:3]=1.[C:14](=[O:21])([O:16][C:17]([CH3:20])([CH3:19])[CH3:18])[NH2:15].C([O-])([O-])=O.[Cs+].[Cs+]. The product is [C:17]([O:16][C:14]([NH:15][C:2]1[CH:7]=[C:6]([CH2:8][C:9]([O:11][CH2:12][CH3:13])=[O:10])[CH:5]=[CH:4][N:3]=1)=[O:21])([CH3:20])([CH3:19])[CH3:18]. The catalyst is C1COCC1.C1C=CC(/C=C/C(/C=C/C2C=CC=CC=2)=O)=CC=1.C1C=CC(/C=C/C(/C=C/C2C=CC=CC=2)=O)=CC=1.C1C=CC(/C=C/C(/C=C/C2C=CC=CC=2)=O)=CC=1.[Pd].[Pd].CC1(C)C2C(=C(P(C3C=CC=CC=3)C3C=CC=CC=3)C=CC=2)OC2C(P(C3C=CC=CC=3)C3C=CC=CC=3)=CC=CC1=2. The yield is 0.530.